From a dataset of Full USPTO retrosynthesis dataset with 1.9M reactions from patents (1976-2016). Predict the reactants needed to synthesize the given product. Given the product [CH3:29][O:28][C:23]1[CH:24]=[C:25]2[C:20](=[CH:21][CH:22]=1)[N:19]=[CH:18][C:17]1[O:16][CH2:15][CH:14]([C@H:11]3[CH2:12][CH2:13][C@H:8]([NH:7][C:6]([C:40]4[CH:39]=[CH:38][C:35]5[S:36][CH2:37][C:32](=[O:31])[NH:33][C:34]=5[N:41]=4)=[O:30])[CH2:9][CH2:10]3)[CH2:27][C:26]2=1, predict the reactants needed to synthesize it. The reactants are: C(O[C:6](=[O:30])[NH:7][C@H:8]1[CH2:13][CH2:12][C@H:11]([CH:14]2[CH2:27][C:26]3[C:25]4[C:20](=[CH:21][CH:22]=[C:23]([O:28][CH3:29])[CH:24]=4)[N:19]=[CH:18][C:17]=3[O:16][CH2:15]2)[CH2:10][CH2:9]1)(C)(C)C.[O:31]=[C:32]1[CH2:37][S:36][C:35]2[CH:38]=[CH:39][C:40](C(O)=O)=[N:41][C:34]=2[NH:33]1.